From a dataset of Reaction yield outcomes from USPTO patents with 853,638 reactions. Predict the reaction yield, written as a fraction of the theoretical maximum amount of product (1.0 means a 100% yield; for example, 0.34 means a 34% yield). (1) The reactants are [Br:1][C:2]1[CH:14]=[N:13][C:12]2[C:11]3[CH:10]=[CH:9][C:8]([C:15]([O:17][CH3:18])=[O:16])=[CH:7][C:6]=3[NH:5][C:4]=2[CH:3]=1.C(=O)([O-])[O-].[Cs+].[Cs+].CS(O[CH:30]([C:37]1[CH:42]=[CH:41][CH:40]=[CH:39][CH:38]=1)[CH:31]1[CH2:36][CH2:35][O:34][CH2:33][CH2:32]1)(=O)=O. The catalyst is CN(C=O)C. The product is [Br:1][C:2]1[CH:14]=[N:13][C:12]2[C:11]3[CH:10]=[CH:9][C:8]([C:15]([O:17][CH3:18])=[O:16])=[CH:7][C:6]=3[N:5]([C@H:30]([C:37]3[CH:42]=[CH:41][CH:40]=[CH:39][CH:38]=3)[CH:31]3[CH2:32][CH2:33][O:34][CH2:35][CH2:36]3)[C:4]=2[CH:3]=1. The yield is 0.160. (2) The reactants are [Br:1][C:2]1[CH:6]=[N:5][N:4]([CH3:7])[C:3]=1[C:8]1[CH:9]=[C:10]([NH2:16])[CH:11]=[CH:12][C:13]=1[O:14][CH3:15].[F:17][C:18]([F:29])([F:28])[C:19]1[CH:24]=[CH:23][C:22]([N:25]=[C:26]=[O:27])=[CH:21][CH:20]=1. The catalyst is C(Cl)Cl. The product is [Br:1][C:2]1[CH:6]=[N:5][N:4]([CH3:7])[C:3]=1[C:8]1[CH:9]=[C:10]([NH:16][C:26]([NH:25][C:22]2[CH:21]=[CH:20][C:19]([C:18]([F:17])([F:28])[F:29])=[CH:24][CH:23]=2)=[O:27])[CH:11]=[CH:12][C:13]=1[O:14][CH3:15]. The yield is 0.830.